From a dataset of Forward reaction prediction with 1.9M reactions from USPTO patents (1976-2016). Predict the product of the given reaction. (1) Given the reactants C([O:3][C:4]([C:6]1[N:7]([CH3:20])[N:8]=[C:9]([C:13]2[CH:18]=[CH:17][C:16]([Cl:19])=[CH:15][CH:14]=2)[C:10]=1[CH2:11][CH3:12])=O)C.[H-].[Al+3].[Li+].[H-].[H-].[H-], predict the reaction product. The product is: [Cl:19][C:16]1[CH:15]=[CH:14][C:13]([C:9]2[C:10]([CH2:11][CH3:12])=[C:6]([CH2:4][OH:3])[N:7]([CH3:20])[N:8]=2)=[CH:18][CH:17]=1. (2) Given the reactants [NH2:1][C:2]1[C:11]([F:12])=[CH:10][C:9](Br)=[CH:8][C:3]=1[C:4]([NH:6][CH3:7])=[O:5].Br.[C:15]1([CH3:21])[CH:20]=CC=CC=1.C(O)C.C(=O)([O-])[O-].[Na+].[Na+].[CH3:31][N:32]1C=C(B2OC(C)(C)C(C)(C)O2)C=[N:33]1.NC1C(F)=CC(C2C=NN(C)C=2)=CC=1C(NC)=O.CN1CCCC1=O.C(N(CC)C(C)C)(C)C.[Cl:80][C:81]1[N:86]=[C:85](Cl)[C:84]([Cl:88])=[CH:83][N:82]=1, predict the reaction product. The product is: [Cl:80][C:81]1[N:86]=[C:85]([NH:1][C:2]2[C:11]([F:12])=[CH:10][C:9]([C:15]3[CH:20]=[N:33][N:32]([CH3:31])[CH:21]=3)=[CH:8][C:3]=2[C:4]([NH:6][CH3:7])=[O:5])[C:84]([Cl:88])=[CH:83][N:82]=1. (3) Given the reactants [CH2:1]([O:3][C:4](=[O:20])[CH2:5][N:6]1[C:14](=[O:15])[C:13]2[C:8](=[CH:9][CH:10]=[C:11]([N+]([O-])=O)[CH:12]=2)[C:7]1=[O:19])[CH3:2].[F:21][C:22]1[CH:35]=[CH:34][C:25]([O:26][C:27]2[CH:32]=[CH:31][C:30]([OH:33])=[CH:29][CH:28]=2)=[CH:24][CH:23]=1, predict the reaction product. The product is: [CH2:1]([O:3][C:4](=[O:20])[CH2:5][N:6]1[C:14](=[O:15])[C:13]2[C:8](=[CH:9][CH:10]=[C:11]([O:33][C:30]3[CH:29]=[CH:28][C:27]([O:26][C:25]4[CH:34]=[CH:35][C:22]([F:21])=[CH:23][CH:24]=4)=[CH:32][CH:31]=3)[CH:12]=2)[C:7]1=[O:19])[CH3:2]. (4) Given the reactants [CH2:1]([O:8][C:9]1[CH:10]=[C:11]2[C:15](=[CH:16][CH:17]=1)[N:14]([CH3:18])[C:13]([C:19]([NH:21][CH3:22])=O)=[CH:12]2)[C:2]1[CH:7]=[CH:6][CH:5]=[CH:4][CH:3]=1.CNC(C1N(C)C2C(C=1)=CC=CC=2)=O, predict the reaction product. The product is: [CH2:1]([O:8][C:9]1[CH:10]=[C:11]2[C:15](=[CH:16][CH:17]=1)[N:14]([CH3:18])[C:13]([CH2:19][NH:21][CH3:22])=[CH:12]2)[C:2]1[CH:3]=[CH:4][CH:5]=[CH:6][CH:7]=1. (5) Given the reactants [CH3:1][O:2][C:3]1[CH:4]=[C:5]([C:11]2([C:14]#N)[CH2:13][CH2:12]2)[CH:6]=[CH:7][C:8]=1[O:9][CH3:10].CC(C[AlH]CC(C)C)C.C1C[O:28]CC1, predict the reaction product. The product is: [CH3:1][O:2][C:3]1[CH:4]=[C:5]([C:11]2([CH:14]=[O:28])[CH2:13][CH2:12]2)[CH:6]=[CH:7][C:8]=1[O:9][CH3:10]. (6) Given the reactants [CH2:1]([O:3][C:4](=[O:8])[CH2:5][CH:6]=O)[CH3:2].[NH2:9][C:10]1[CH:15]=[CH:14][C:13]([I:16])=[CH:12][N:11]=1.C(#N)C.C(O)C, predict the reaction product. The product is: [CH2:1]([O:3][C:4]([C:5]1[N:11]2[CH:12]=[C:13]([I:16])[CH:14]=[CH:15][C:10]2=[N:9][CH:6]=1)=[O:8])[CH3:2].